From a dataset of Peptide-MHC class I binding affinity with 185,985 pairs from IEDB/IMGT. Regression. Given a peptide amino acid sequence and an MHC pseudo amino acid sequence, predict their binding affinity value. This is MHC class I binding data. (1) The peptide sequence is ATPYDINQMK. The MHC is Mamu-A01 with pseudo-sequence Mamu-A01. The binding affinity (normalized) is 0.349. (2) The peptide sequence is GTGNIVSAV. The MHC is HLA-A02:01 with pseudo-sequence HLA-A02:01. The binding affinity (normalized) is 0.274. (3) The peptide sequence is AYHAMSSTH. The MHC is HLA-A30:02 with pseudo-sequence HLA-A30:02. The binding affinity (normalized) is 0.473. (4) The peptide sequence is VGNVYVKF. The MHC is HLA-B52:01 with pseudo-sequence HLA-B52:01. The binding affinity (normalized) is 0.212. (5) The peptide sequence is IEEMIKKSEIY. The binding affinity (normalized) is 0. The MHC is Mamu-B01 with pseudo-sequence Mamu-B01. (6) The peptide sequence is HSKKKCDEL. The MHC is HLA-B44:02 with pseudo-sequence HLA-B44:02. The binding affinity (normalized) is 0. (7) The peptide sequence is WYAQIQPHW. The MHC is HLA-A24:02 with pseudo-sequence HLA-A24:02. The binding affinity (normalized) is 0.705. (8) The binding affinity (normalized) is 0.0847. The MHC is HLA-B46:01 with pseudo-sequence HLA-B46:01. The peptide sequence is FTRYRKEAI. (9) The peptide sequence is HAEQGLIQY. The MHC is HLA-A02:16 with pseudo-sequence HLA-A02:16. The binding affinity (normalized) is 0.0847. (10) The binding affinity (normalized) is 0.407. The peptide sequence is RARIKTRLF. The MHC is HLA-B08:01 with pseudo-sequence HLA-B08:01.